Dataset: Catalyst prediction with 721,799 reactions and 888 catalyst types from USPTO. Task: Predict which catalyst facilitates the given reaction. (1) Reactant: O.Cl.[CH3:3][O:4][C:5]1[CH:10]=[CH:9][C:8]([C:11]2[S:12][C:13]3[CH:19]=[CH:18][C:17]([N+:20]([O-])=O)=[CH:16][C:14]=3[N:15]=2)=[CH:7][CH:6]=1. Product: [CH3:3][O:4][C:5]1[CH:6]=[CH:7][C:8]([C:11]2[S:12][C:13]3[CH:19]=[CH:18][C:17]([NH2:20])=[CH:16][C:14]=3[N:15]=2)=[CH:9][CH:10]=1. The catalyst class is: 186. (2) Reactant: [F:1][C:2]1[CH:3]=[C:4]([N:8]2[C@@:12]3([CH2:17][CH2:16][N:15](C(OCC4C=CC=CC=4)=O)[C@@H:14]([CH3:28])[CH2:13]3)[C:11](=[O:29])[C:10]([CH3:31])([CH3:30])[S:9]2(=[O:33])=[O:32])[CH:5]=[CH:6][CH:7]=1. Product: [F:1][C:2]1[CH:3]=[C:4]([N:8]2[C@@:12]3([CH2:17][CH2:16][NH:15][C@@H:14]([CH3:28])[CH2:13]3)[C:11](=[O:29])[C:10]([CH3:30])([CH3:31])[S:9]2(=[O:33])=[O:32])[CH:5]=[CH:6][CH:7]=1. The catalyst class is: 19.